This data is from TCR-epitope binding with 47,182 pairs between 192 epitopes and 23,139 TCRs. The task is: Binary Classification. Given a T-cell receptor sequence (or CDR3 region) and an epitope sequence, predict whether binding occurs between them. (1) The epitope is NLNESLIDL. The TCR CDR3 sequence is CASSQERNEQFF. Result: 0 (the TCR does not bind to the epitope). (2) The epitope is SQASSRSSSR. The TCR CDR3 sequence is CASSFYPGKLFF. Result: 1 (the TCR binds to the epitope). (3) Result: 0 (the TCR does not bind to the epitope). The epitope is FTISVTTEIL. The TCR CDR3 sequence is CASSEWEREDEQYF. (4) The epitope is FTISVTTEIL. The TCR CDR3 sequence is CASSQVLAGGPYEQYF. Result: 0 (the TCR does not bind to the epitope). (5) The epitope is YVFCTVNAL. The TCR CDR3 sequence is CASSTSGGEAFF. Result: 0 (the TCR does not bind to the epitope). (6) The epitope is RLRPGGKKK. The TCR CDR3 sequence is CASSGEKVRENIQYF. Result: 0 (the TCR does not bind to the epitope).